This data is from NCI-60 drug combinations with 297,098 pairs across 59 cell lines. The task is: Regression. Given two drug SMILES strings and cell line genomic features, predict the synergy score measuring deviation from expected non-interaction effect. (1) Cell line: SK-MEL-5. Drug 2: C1=NNC2=C1C(=O)NC=N2. Drug 1: CC1=C(C(=CC=C1)Cl)NC(=O)C2=CN=C(S2)NC3=CC(=NC(=N3)C)N4CCN(CC4)CCO. Synergy scores: CSS=1.62, Synergy_ZIP=-1.07, Synergy_Bliss=-1.69, Synergy_Loewe=-1.51, Synergy_HSA=-2.81. (2) Drug 1: CS(=O)(=O)OCCCCOS(=O)(=O)C. Drug 2: C(CCl)NC(=O)N(CCCl)N=O. Cell line: NCI-H460. Synergy scores: CSS=24.4, Synergy_ZIP=-8.63, Synergy_Bliss=-3.89, Synergy_Loewe=-10.1, Synergy_HSA=-4.98.